This data is from Forward reaction prediction with 1.9M reactions from USPTO patents (1976-2016). The task is: Predict the product of the given reaction. (1) Given the reactants Br[C:2]1[CH:7]=[C:6]([O:8][CH2:9][CH:10]2[CH2:12][CH2:11]2)[CH:5]=[C:4]([Br:13])[CH:3]=1.[CH2:14]([O:16][C:17](=[O:28])[CH2:18][O:19][C:20]1[CH:25]=[CH:24][C:23]([SH:26])=[CH:22][C:21]=1[CH3:27])[CH3:15].C(N(CC)CC)C.C(O)(=O)CC(CC(O)=O)(C(O)=O)O, predict the reaction product. The product is: [CH2:14]([O:16][C:17](=[O:28])[CH2:18][O:19][C:20]1[CH:25]=[CH:24][C:23]([S:26][C:2]2[CH:7]=[C:6]([O:8][CH2:9][CH:10]3[CH2:12][CH2:11]3)[CH:5]=[C:4]([Br:13])[CH:3]=2)=[CH:22][C:21]=1[CH3:27])[CH3:15]. (2) The product is: [CH3:20][N:19]([CH3:21])[C:17]1[C:16]2[C:11](=[CH:12][CH:13]=[CH:14][CH:15]=2)[N:10]=[C:9]([NH:8][CH:4]2[CH2:5][CH2:6][CH2:7][CH:2]([NH:1][CH2:36][C:33]3[S:32][C:31]([S:28]([C:22]4[CH:23]=[CH:24][CH:25]=[CH:26][CH:27]=4)(=[O:30])=[O:29])=[N:35][CH:34]=3)[CH2:3]2)[CH:18]=1. Given the reactants [NH2:1][CH:2]1[CH2:7][CH2:6][CH2:5][CH:4]([NH:8][C:9]2[CH:18]=[C:17]([N:19]([CH3:21])[CH3:20])[C:16]3[C:11](=[CH:12][CH:13]=[CH:14][CH:15]=3)[N:10]=2)[CH2:3]1.[C:22]1([S:28]([C:31]2[S:32][C:33]([CH:36]=O)=[CH:34][N:35]=2)(=[O:30])=[O:29])[CH:27]=[CH:26][CH:25]=[CH:24][CH:23]=1.CC(O)=O, predict the reaction product. (3) Given the reactants [CH3:1][O:2][C:3]1[CH:4]=[C:5]2[C:10](=[CH:11][C:12]=1[O:13][CH3:14])[N:9]=[CH:8][CH:7]=[C:6]2[O:15][C:16]1[CH:22]=[CH:21][C:19]([NH2:20])=[CH:18][CH:17]=1.Cl[C:24](Cl)([O:26][C:27](=[O:33])OC(Cl)(Cl)Cl)Cl.[N:35]1[CH:40]=[CH:39][C:38](CO)=[CH:37][CH:36]=1.C(=O)(O)[O-].[Na+], predict the reaction product. The product is: [CH3:1][O:2][C:3]1[CH:4]=[C:5]2[C:10](=[CH:11][C:12]=1[O:13][CH3:14])[N:9]=[CH:8][CH:7]=[C:6]2[O:15][C:16]1[CH:22]=[CH:21][C:19]([NH:20][C:27](=[O:33])[O:26][CH2:24][C:38]2[CH:39]=[CH:40][N:35]=[CH:36][CH:37]=2)=[CH:18][CH:17]=1. (4) Given the reactants C([O:3][C:4]1[N:5]([C:23]2[CH:28]=[CH:27][CH:26]=[C:25]([C:29]([F:32])([F:31])[F:30])[CH:24]=2)[C:6]([CH3:22])=[C:7]([C:9]2[N:13]([C:14]3[CH:21]=[CH:20][C:17]([C:18]#[N:19])=[CH:16][CH:15]=3)[N:12]=[CH:11][CH:10]=2)[N:8]=1)C.Br[CH2:34][CH2:35][CH2:36][S:37]([CH3:40])(=[O:39])=[O:38].[OH-].[Na+], predict the reaction product. The product is: [CH3:22][C:6]1[N:5]([C:23]2[CH:28]=[CH:27][CH:26]=[C:25]([C:29]([F:31])([F:32])[F:30])[CH:24]=2)[C:4](=[O:3])[N:8]([CH2:34][CH2:35][CH2:36][S:37]([CH3:40])(=[O:39])=[O:38])[C:7]=1[C:9]1[N:13]([C:14]2[CH:15]=[CH:16][C:17]([C:18]#[N:19])=[CH:20][CH:21]=2)[N:12]=[CH:11][CH:10]=1.